From a dataset of Full USPTO retrosynthesis dataset with 1.9M reactions from patents (1976-2016). Predict the reactants needed to synthesize the given product. (1) Given the product [C:1]([O:5][C:6](=[O:16])[NH:7][CH2:8][C:9]1[CH:14]=[CH:13][N:12]=[C:11]([C:22]2[CH:21]=[N:20][C:19]([C:18]([F:29])([F:28])[F:17])=[N:24][CH:23]=2)[CH:10]=1)([CH3:4])([CH3:3])[CH3:2], predict the reactants needed to synthesize it. The reactants are: [C:1]([O:5][C:6](=[O:16])[NH:7][CH2:8][C:9]1[CH:14]=[CH:13][N:12]=[C:11](Br)[CH:10]=1)([CH3:4])([CH3:3])[CH3:2].[F:17][C:18]([F:29])([F:28])[C:19]1[N:24]=[CH:23][C:22](B(O)O)=[CH:21][N:20]=1.C(=O)([O-])[O-].[K+].[K+].O. (2) The reactants are: [Cl:1][C:2]1[CH:3]=[C:4]([C:9]2([C:13](=[O:21])[CH2:14][N:15]3[CH2:20][CH2:19][CH2:18][CH2:17][CH2:16]3)[CH2:12][CH2:11][CH2:10]2)[CH:5]=[CH:6][C:7]=1[Cl:8].[BH4-].[Na+]. Given the product [Cl:1][C:2]1[CH:3]=[C:4]([C:9]2([CH:13]([OH:21])[CH2:14][N:15]3[CH2:16][CH2:17][CH2:18][CH2:19][CH2:20]3)[CH2:10][CH2:11][CH2:12]2)[CH:5]=[CH:6][C:7]=1[Cl:8], predict the reactants needed to synthesize it. (3) Given the product [N:12]1[CH:13]=[CH:14][CH:15]=[N:16][C:11]=1[N:3]1[CH:7]=[C:6]([CH:8]=[O:9])[N:5]=[CH:4]1, predict the reactants needed to synthesize it. The reactants are: [H-].[Na+].[NH:3]1[CH:7]=[C:6]([CH:8]=[O:9])[N:5]=[CH:4]1.Cl[C:11]1[N:16]=[CH:15][CH:14]=[CH:13][N:12]=1. (4) Given the product [F:36][C:13]([F:12])([C:17]1[CH:25]=[C:24]2[C:20]([C:21]([CH3:35])=[N:22][N:23]2[CH2:4][C:3]2[C:2]([CH3:1])=[CH:9][C:8]([CH3:10])=[CH:7][C:6]=2[CH3:11])=[CH:19][CH:18]=1)[C:14]([OH:16])=[O:15], predict the reactants needed to synthesize it. The reactants are: [CH3:1][C:2]1[CH:9]=[C:8]([CH3:10])[CH:7]=[C:6]([CH3:11])[C:3]=1[CH2:4]Cl.[F:12][C:13]([F:36])([C:17]1[CH:25]=[C:24]2[C:20]([C:21]([CH3:35])=[N:22][N:23]2CC2C(C)=CC=CC=2C)=[CH:19][CH:18]=1)[C:14]([OH:16])=[O:15]. (5) Given the product [F:14][C:13]([F:15])([F:16])[C:12]([C:9]1[CH:8]=[CH:7][C:6]([NH:5][CH2:3][C:2]([F:1])([F:23])[F:22])=[CH:11][CH:10]=1)([OH:21])[C:17]([F:20])([F:19])[F:18], predict the reactants needed to synthesize it. The reactants are: [F:1][C:2]([F:23])([F:22])[C:3]([NH:5][C:6]1[CH:11]=[CH:10][C:9]([C:12]([OH:21])([C:17]([F:20])([F:19])[F:18])[C:13]([F:16])([F:15])[F:14])=[CH:8][CH:7]=1)=O.B.C1COCC1.[NH4+].[Cl-].CCOCC.